Dataset: Full USPTO retrosynthesis dataset with 1.9M reactions from patents (1976-2016). Task: Predict the reactants needed to synthesize the given product. (1) Given the product [CH2:31]([NH:30][C:28]([C:24]1[S:23][C:22]([N:19]2[CH:18]=[C:17]([CH2:16][CH2:15][CH:9]3[CH2:14][CH2:13][CH2:12][CH2:11][CH2:10]3)[N:21]=[N:20]2)=[N:26][C:25]=1[CH3:27])=[O:29])[C:32]1[CH:33]=[CH:34][CH:35]=[CH:36][CH:37]=1, predict the reactants needed to synthesize it. The reactants are: C1(C#C)C=CC=CC=1.[CH:9]1([CH2:15][CH2:16][C:17]#[CH:18])[CH2:14][CH2:13][CH2:12][CH2:11][CH2:10]1.[N:19]([C:22]1[S:23][C:24]([C:28]([NH:30][CH2:31][C:32]2[CH:37]=[CH:36][CH:35]=[CH:34][CH:33]=2)=[O:29])=[C:25]([CH3:27])[N:26]=1)=[N+:20]=[N-:21]. (2) Given the product [CH3:17][C:16]1[N:4]([C:3]2[CH:5]=[CH:6][CH:7]=[CH:8][C:2]=2[CH3:1])[C:11](=[S:13])[S:12][CH:15]=1, predict the reactants needed to synthesize it. The reactants are: [CH3:1][C:2]1[CH:8]=[CH:7][CH:6]=[CH:5][C:3]=1[NH2:4].[OH-].[Na+].[C:11](=[S:13])=[S:12].Cl[CH2:15][C:16](=O)[CH3:17]. (3) Given the product [NH2:1][C:2](=[O:37])[C@@H:3]([NH:20][C:21]([C:23]1([NH:29][C:30](=[O:36])[O:31][C:32]([CH3:33])([CH3:35])[CH3:34])[CH2:24][CH2:25][O:26][CH2:27][CH2:28]1)=[O:22])[CH2:4][C:5]1[CH:10]=[CH:9][C:8]([C:39]2[CH:44]=[CH:43][C:42]([S:45]([N:48]3[CH2:53][CH2:52][O:51][CH2:50][CH2:49]3)(=[O:47])=[O:46])=[CH:41][CH:40]=2)=[CH:7][CH:6]=1, predict the reactants needed to synthesize it. The reactants are: [NH2:1][C:2](=[O:37])[C@@H:3]([NH:20][C:21]([C:23]1([NH:29][C:30](=[O:36])[O:31][C:32]([CH3:35])([CH3:34])[CH3:33])[CH2:28][CH2:27][O:26][CH2:25][CH2:24]1)=[O:22])[CH2:4][C:5]1[CH:10]=[CH:9][C:8](B2OC(C)(C)C(C)(C)O2)=[CH:7][CH:6]=1.Br[C:39]1[CH:44]=[CH:43][C:42]([S:45]([N:48]2[CH2:53][CH2:52][O:51][CH2:50][CH2:49]2)(=[O:47])=[O:46])=[CH:41][CH:40]=1.C(=O)([O-])[O-].[Na+].[Na+].